Dataset: Full USPTO retrosynthesis dataset with 1.9M reactions from patents (1976-2016). Task: Predict the reactants needed to synthesize the given product. Given the product [N+:30]([C:21]1[CH:22]=[N:23][C:24]2[C:29]([C:20]=1[NH:8][CH2:9][CH2:10][NH:11][C:12](=[O:18])[O:13][C:14]([CH3:15])([CH3:17])[CH3:16])=[CH:28][CH:27]=[CH:26][CH:25]=2)([O-:32])=[O:31], predict the reactants needed to synthesize it. The reactants are: C(N(CC)CC)C.[NH2:8][CH2:9][CH2:10][NH:11][C:12](=[O:18])[O:13][C:14]([CH3:17])([CH3:16])[CH3:15].Cl[C:20]1[C:29]2[C:24](=[CH:25][CH:26]=[CH:27][CH:28]=2)[N:23]=[CH:22][C:21]=1[N+:30]([O-:32])=[O:31].